Dataset: Full USPTO retrosynthesis dataset with 1.9M reactions from patents (1976-2016). Task: Predict the reactants needed to synthesize the given product. (1) Given the product [Br:1][C:2]1[CH:3]=[CH:4][C:5]([S:12][CH:10]([CH3:11])[CH3:9])=[N:6][CH:7]=1, predict the reactants needed to synthesize it. The reactants are: [Br:1][C:2]1[CH:3]=[CH:4][C:5](Cl)=[N:6][CH:7]=1.[CH3:9][CH:10]([S-:12])[CH3:11].[Na+].O. (2) The reactants are: Br[C:2]1[CH:3]=[C:4]([C:8]2[C:9]3[CH:23]=[CH:22][NH:21][C:10]=3[N:11]=[C:12]([C:14]3[CH:19]=[CH:18][CH:17]=[C:16]([CH3:20])[N:15]=3)[N:13]=2)[CH:5]=[N:6][CH:7]=1.[CH2:24]([N:26]1[CH2:31][CH2:30][N:29]([CH2:32][C:33]#[CH:34])[CH2:28][CH2:27]1)C. Given the product [CH3:24][N:26]1[CH2:31][CH2:30][N:29]([CH2:32][C:33]#[C:34][C:2]2[CH:3]=[C:4]([C:8]3[C:9]4[CH:23]=[CH:22][NH:21][C:10]=4[N:11]=[C:12]([C:14]4[CH:19]=[CH:18][CH:17]=[C:16]([CH3:20])[N:15]=4)[N:13]=3)[CH:5]=[N:6][CH:7]=2)[CH2:28][CH2:27]1, predict the reactants needed to synthesize it. (3) Given the product [ClH:28].[ClH:28].[CH2:6]([N:1]([CH2:2][CH3:3])[CH2:7][CH2:8][CH2:9][N:10]1[C:18]2[C:13](=[CH:14][CH:15]=[C:16]([NH:19][C:20]([C:22]3[S:23][CH:24]=[CH:25][CH:26]=3)=[NH:21])[CH:17]=2)[CH:12]=[CH:11]1)[CH3:5], predict the reactants needed to synthesize it. The reactants are: [N:1]1([CH2:7][CH2:8][CH2:9][N:10]2[C:18]3[C:13](=[CH:14][CH:15]=[C:16]([NH:19][C:20]([C:22]4[S:23][CH:24]=[CH:25][CH:26]=4)=[NH:21])[CH:17]=3)[CH:12]=[CH:11]2)[CH2:6][CH2:5]O[CH2:3][CH2:2]1.I.[ClH:28]. (4) Given the product [CH3:29][O:28][C:25]1[CH:24]=[CH:23][C:22]([C:21]2[C:14]3[C:13]([O:12][C:8]4[CH:7]=[C:6]([NH:5][CH2:4][C:3]([OH:36])=[O:2])[CH:11]=[CH:10][CH:9]=4)=[N:18][CH:17]=[N:16][C:15]=3[O:19][C:20]=2[C:30]2[CH:35]=[CH:34][CH:33]=[CH:32][CH:31]=2)=[CH:27][CH:26]=1, predict the reactants needed to synthesize it. The reactants are: C[O:2][C:3](=[O:36])[CH2:4][NH:5][C:6]1[CH:11]=[CH:10][CH:9]=[C:8]([O:12][C:13]2[C:14]3[C:21]([C:22]4[CH:27]=[CH:26][C:25]([O:28][CH3:29])=[CH:24][CH:23]=4)=[C:20]([C:30]4[CH:35]=[CH:34][CH:33]=[CH:32][CH:31]=4)[O:19][C:15]=3[N:16]=[CH:17][N:18]=2)[CH:7]=1.[OH-].[Na+].Cl. (5) Given the product [Br:1][C:2]1[N:7]=[CH:6][C:5]2[NH:8][C:10]3[N:11]=[CH:12][CH:13]=[CH:14][C:9]=3[C:4]=2[CH:3]=1, predict the reactants needed to synthesize it. The reactants are: [Br:1][C:2]1[N:7]=[CH:6][C:5]([NH2:8])=[C:4]([C:9]2[C:10](F)=[N:11][CH:12]=[CH:13][CH:14]=2)[CH:3]=1.C[Si]([N-][Si](C)(C)C)(C)C.[Na+].[F-].[K+]. (6) Given the product [Cl:8][C:7]1[C:2]([N:14]2[CH2:13][CH2:12][NH:11][C@H:10]([CH3:9])[CH2:15]2)=[N:3][CH:4]=[CH:5][CH:6]=1, predict the reactants needed to synthesize it. The reactants are: Cl[C:2]1[C:7]([Cl:8])=[CH:6][CH:5]=[CH:4][N:3]=1.[CH3:9][C@@H:10]1[CH2:15][NH:14][CH2:13][CH2:12][NH:11]1.